From a dataset of Reaction yield outcomes from USPTO patents with 853,638 reactions. Predict the reaction yield, written as a fraction of the theoretical maximum amount of product (1.0 means a 100% yield; for example, 0.34 means a 34% yield). (1) The reactants are [C:1]([NH:8][C:9]1[CH:10]=[C:11]([CH:15]=[CH:16][CH:17]=1)[C:12]([OH:14])=O)([O:3][C:4]([CH3:7])([CH3:6])[CH3:5])=[O:2].CN(C(ON1N=NC2C=CC=NC1=2)=[N+](C)C)C.F[P-](F)(F)(F)(F)F.[CH:42]1([NH2:49])[CH2:48][CH2:47][CH2:46][CH2:45][CH2:44][CH2:43]1.C(N(CC)C(C)C)(C)C. The product is [C:4]([O:3][C:1](=[O:2])[NH:8][C:9]1[CH:17]=[CH:16][CH:15]=[C:11]([C:12](=[O:14])[NH:49][CH:42]2[CH2:48][CH2:47][CH2:46][CH2:45][CH2:44][CH2:43]2)[CH:10]=1)([CH3:5])([CH3:6])[CH3:7]. The yield is 0.710. The catalyst is C(Cl)Cl. (2) The reactants are [CH2:1]([C:5]1[N:6]=[C:7]([CH3:27])[NH:8][C:9](=[O:26])[C:10]=1[CH2:11][C:12]1[CH:17]=[CH:16][C:15]([C:18]2[C:19]([C:24]#[N:25])=[CH:20][CH:21]=[CH:22][CH:23]=2)=[CH:14][CH:13]=1)[CH2:2][CH2:3][CH3:4].N(C(N1CCCCC1)=O)=NC(N1CCCCC1)=O.C(P(CCCC)CCCC)CCC.[S:59]1[C:63]2[CH:64]=[CH:65][CH:66]=[CH:67][C:62]=2[N:61]=[C:60]1[CH2:68]O. The catalyst is C(OCC)(=O)C.O1CCCC1. The product is [S:59]1[C:63]2[CH:64]=[CH:65][CH:66]=[CH:67][C:62]=2[N:61]=[C:60]1[CH2:68][N:8]1[C:9](=[O:26])[C:10]([CH2:11][C:12]2[CH:17]=[CH:16][C:15]([C:18]3[C:19]([C:24]#[N:25])=[CH:20][CH:21]=[CH:22][CH:23]=3)=[CH:14][CH:13]=2)=[C:5]([CH2:1][CH2:2][CH2:3][CH3:4])[N:6]=[C:7]1[CH3:27]. The yield is 0.450. (3) The reactants are [CH2:1]([C:5]1[N:9]([C:10]2[CH:15]=[CH:14][C:13]([Cl:16])=[CH:12][CH:11]=2)[C:8]([C:17]2[CH:22]=[CH:21][CH:20]=[CH:19][C:18]=2[Cl:23])=[N:7][C:6]=1[C:24](Cl)=[O:25])[CH2:2][CH2:3][CH3:4].[NH2:27][N:28]1[CH2:33][CH2:32][CH2:31][CH2:30][CH2:29]1.CCN(CC)CC. The catalyst is C(Cl)Cl. The product is [CH2:1]([C:5]1[N:9]([C:10]2[CH:11]=[CH:12][C:13]([Cl:16])=[CH:14][CH:15]=2)[C:8]([C:17]2[CH:22]=[CH:21][CH:20]=[CH:19][C:18]=2[Cl:23])=[N:7][C:6]=1[C:24]([NH:27][N:28]1[CH2:33][CH2:32][CH2:31][CH2:30][CH2:29]1)=[O:25])[CH2:2][CH2:3][CH3:4]. The yield is 0.480. (4) The reactants are [F:1][C:2]1[CH:3]=[C:4]([O:9][C:10]2[CH:15]=[CH:14][C:13]([CH2:16][CH2:17][OH:18])=[CH:12][CH:11]=2)[CH:5]=[CH:6][C:7]=1[CH3:8].[N:19]#[C:20][NH2:21].OS(C(F)(F)F)(=O)=O. The catalyst is C1COCC1. The product is [C:20](=[NH:19])([O:18][CH2:17][CH2:16][C:13]1[CH:14]=[CH:15][C:10]([O:9][C:4]2[CH:5]=[CH:6][C:7]([CH3:8])=[C:2]([F:1])[CH:3]=2)=[CH:11][CH:12]=1)[NH2:21]. The yield is 0.258. (5) The yield is 0.780. The product is [NH2:1][C:4]1[CH:5]=[C:6]([S:10]([NH:13][C:14]2[CH:15]=[CH:16][CH:17]=[CH:18][CH:19]=2)(=[O:12])=[O:11])[CH:7]=[CH:8][CH:9]=1. The catalyst is C1COCC1.CCOC(C)=O. The reactants are [N+:1]([C:4]1[CH:5]=[C:6]([S:10]([NH:13][C:14]2[CH:19]=[CH:18][CH:17]=[CH:16][CH:15]=2)(=[O:12])=[O:11])[CH:7]=[CH:8][CH:9]=1)([O-])=O. (6) The reactants are [CH2:1]1[CH2:6][C@H:5]([C:7]([OH:9])=[O:8])[CH2:4][CH2:3][C@H:2]1[CH2:10][NH2:11].[CH3:12][C:13]([CH3:31])([CH3:30])[C:14]([O:16][CH:17]([O:19][C:20](ON1C(=O)CCC1=O)=[O:21])[CH3:18])=[O:15]. The catalyst is CC(OC)(C)C.CC(C)=O.O. The product is [CH3:30][C:13]([CH3:12])([CH3:31])[C:14]([O:16][CH:17]([O:19][C:20]([NH:11][CH2:10][C@H:2]1[CH2:3][CH2:4][C@H:5]([C:7]([OH:9])=[O:8])[CH2:6][CH2:1]1)=[O:21])[CH3:18])=[O:15]. The yield is 0.160.